Dataset: Catalyst prediction with 721,799 reactions and 888 catalyst types from USPTO. Task: Predict which catalyst facilitates the given reaction. (1) Reactant: [O:1]([CH2:9][C@H:10]1[C@H:18]2[N:13]([C:14]3[CH:22]=[CH:21][C:20]([N:23]4[CH2:28][CH2:27][C@@H:26]([O:29][Si:30]([C:43]([CH3:46])([CH3:45])[CH3:44])([C:37]5[CH:42]=[CH:41][CH:40]=[CH:39][CH:38]=5)[C:31]5[CH:36]=[CH:35][CH:34]=[CH:33][CH:32]=5)[CH2:25][C:24]4=[O:47])=[CH:19][C:15]=3[O:16][CH2:17]2)[C:12](=[O:48])[O:11]1)[Si](C(C)(C)C)(C)C.B(Cl)(Cl)Cl.ClCCl. Product: [O:29]([C@@H:26]1[CH2:27][CH2:28][N:23]([C:20]2[CH:21]=[CH:22][C:14]3[N:13]4[C:12](=[O:48])[O:11][C@@H:10]([CH2:9][OH:1])[C@@H:18]4[CH2:17][O:16][C:15]=3[CH:19]=2)[C:24](=[O:47])[CH2:25]1)[Si:30]([C:43]([CH3:45])([CH3:44])[CH3:46])([C:31]1[CH:32]=[CH:33][CH:34]=[CH:35][CH:36]=1)[C:37]1[CH:38]=[CH:39][CH:40]=[CH:41][CH:42]=1. The catalyst class is: 1. (2) Reactant: C([O:5][C:6](=[O:17])[CH2:7][N:8]1[C:16]2[C:11](=[CH:12][CH:13]=[CH:14][CH:15]=2)[CH:10]=[CH:9]1)(C)(C)C.[OH-].[K+]. Product: [N:8]1([CH2:7][C:6]([OH:17])=[O:5])[C:16]2[C:11](=[CH:12][CH:13]=[CH:14][CH:15]=2)[CH:10]=[CH:9]1. The catalyst class is: 24. (3) Reactant: [C:1]([C:3]1[CH:4]=[C:5]([S:9]([NH:12][C@H:13]2[CH2:18][CH2:17][C@@H:16]([C:19]3[CH:24]=[CH:23][C:22]([OH:25])=[CH:21][C:20]=3[OH:26])[CH2:15][CH2:14]2)(=[O:11])=[O:10])[CH:6]=[CH:7][CH:8]=1)#[N:2].[NH4+].[Cl-].[N-:29]=[N+:30]=[N-:31].[Na+]. The catalyst class is: 3. Product: [OH:26][C:20]1[CH:21]=[C:22]([OH:25])[CH:23]=[CH:24][C:19]=1[C@@H:16]1[CH2:15][CH2:14][C@H:13]([NH:12][S:9]([C:5]2[CH:6]=[CH:7][CH:8]=[C:3]([C:1]3[NH:31][N:30]=[N:29][N:2]=3)[CH:4]=2)(=[O:11])=[O:10])[CH2:18][CH2:17]1. (4) Reactant: [CH2:1]([O:3][C:4]1[CH:5]=[C:6]([C:13]2[N:14]([CH3:19])[C:15](S)=[N:16][N:17]=2)[CH:7]=[CH:8][C:9]=1[N+:10]([O-:12])=[O:11])[CH3:2].ClCCl.OO.[OH-].[Na+]. Product: [CH2:1]([O:3][C:4]1[CH:5]=[C:6]([C:13]2[N:14]([CH3:19])[CH:15]=[N:16][N:17]=2)[CH:7]=[CH:8][C:9]=1[N+:10]([O-:12])=[O:11])[CH3:2]. The catalyst class is: 15.